Dataset: Reaction yield outcomes from USPTO patents with 853,638 reactions. Task: Predict the reaction yield, written as a fraction of the theoretical maximum amount of product (1.0 means a 100% yield; for example, 0.34 means a 34% yield). (1) The yield is 0.490. The reactants are [Cl:1][C:2]1[CH:21]=[CH:20][C:5]([CH2:6][O:7][C:8]2[CH:16]=[CH:15][CH:14]=[C:10]([C:11]([OH:13])=O)[C:9]=2[C:17]([OH:19])=O)=[CH:4][CH:3]=1.Cl.[NH2:23][CH:24]1[CH2:30][CH2:29][C:28](=[O:31])[NH:27][C:25]1=[O:26]. The product is [Cl:1][C:2]1[CH:3]=[CH:4][C:5]([CH2:6][O:7][C:8]2[CH:16]=[CH:15][CH:14]=[C:10]3[C:9]=2[C:17](=[O:19])[N:23]([CH:24]2[CH2:30][CH2:29][C:28](=[O:31])[NH:27][C:25]2=[O:26])[C:11]3=[O:13])=[CH:20][CH:21]=1. The catalyst is N1C=CC=CC=1. (2) The reactants are [CH2:1]([N:3]1[C:8]2[CH:9]=[CH:10][C:11]([O:15][CH3:16])=[C:12]([O:13][CH3:14])[C:7]=2C(=O)O[C:4]1=O)[CH3:2].[CH2:19]([O:21][C:22](=[O:26])/[CH:23]=[CH:24]\[O-:25])[CH3:20].[Na]. The yield is 0.339. The catalyst is CN(C)C=O. The product is [CH2:1]([N:3]1[C:8]2[C:7](=[C:12]([O:13][CH3:14])[C:11]([O:15][CH3:16])=[CH:10][CH:9]=2)[C:24](=[O:25])[C:23]([C:22]([O:21][CH2:19][CH3:20])=[O:26])=[CH:4]1)[CH3:2]. (3) The reactants are [CH:1]1[C:9]2[C:8]3[CH:10]=[CH:11][CH:12]=[CH:13][C:7]=3[O:6][C:5]=2[CH:4]=[CH:3][C:2]=1[C:14]([OH:16])=O.CN1CCOCC1.ClC(OCC(C)C)=O.[NH2:32][NH2:33]. The catalyst is CN(C=O)C.CCOC(C)=O. The product is [CH:1]1[C:9]2[C:8]3[CH:10]=[CH:11][CH:12]=[CH:13][C:7]=3[O:6][C:5]=2[CH:4]=[CH:3][C:2]=1[C:14]([NH:32][NH2:33])=[O:16]. The yield is 0.910.